Dataset: Forward reaction prediction with 1.9M reactions from USPTO patents (1976-2016). Task: Predict the product of the given reaction. (1) Given the reactants ClC1N=C(C2SC(C(C)C)=NC=2C2C=C(NS(C3C(F)=CC=CC=3F)(=O)=O)C=CC=2)C=CN=1.[NH2:34][C:35]1[C:36]([F:57])=[C:37]([C:41]2[N:42]=[C:43]([C:53]([CH3:56])([CH3:55])[CH3:54])[S:44][C:45]=2[C:46]2[CH:51]=[CH:50][N:49]=[C:48]([NH2:52])[N:47]=2)[CH:38]=[CH:39][CH:40]=1.[CH3:58][C:59]1[CH:60]=[C:61]([S:64](Cl)(=[O:66])=[O:65])[S:62][CH:63]=1, predict the reaction product. The product is: [NH2:52][C:48]1[N:47]=[C:46]([C:45]2[S:44][C:43]([C:53]([CH3:54])([CH3:56])[CH3:55])=[N:42][C:41]=2[C:37]2[C:36]([F:57])=[C:35]([NH:34][S:64]([C:61]3[S:62][CH:63]=[C:59]([CH3:58])[CH:60]=3)(=[O:66])=[O:65])[CH:40]=[CH:39][CH:38]=2)[CH:51]=[CH:50][N:49]=1. (2) Given the reactants Cl[CH2:2][CH2:3][CH2:4][O:5][C:6]1[CH:7]=[C:8]([C:12](=[O:14])[CH3:13])[CH:9]=[CH:10][CH:11]=1.[NH:15]1[CH2:20][CH2:19][CH:18]([C:21]2[CH:22]=[C:23]([NH:27][C:28]([CH:30]3C[CH2:31]3)=[O:29])[CH:24]=[CH:25][CH:26]=2)[CH2:17][CH2:16]1, predict the reaction product. The product is: [C:12]([C:8]1[CH:7]=[C:6]([CH:11]=[CH:10][CH:9]=1)[O:5][CH2:4][CH2:3][CH2:2][N:15]1[CH2:20][CH2:19][CH:18]([C:21]2[CH:22]=[C:23]([NH:27][C:28](=[O:29])[CH2:30][CH3:31])[CH:24]=[CH:25][CH:26]=2)[CH2:17][CH2:16]1)(=[O:14])[CH3:13]. (3) The product is: [Br:1][C:5]1[C:6]2[C:7](=[N:8][CH:9]=[CH:10][CH:11]=2)[NH:3][N:4]=1. Given the reactants [Br:1]Br.[NH:3]1[C:7]2=[N:8][CH:9]=[CH:10][CH:11]=[C:6]2[CH:5]=[N:4]1, predict the reaction product. (4) Given the reactants [CH3:1][C:2]1[O:6][C:5]([C:7]2[C:8]3[NH:16][N:15]=[N:14][C:9]=3[N:10]=[C:11]([NH2:13])[N:12]=2)=[CH:4][CH:3]=1.Br[CH2:18][C:19]1[CH:24]=[CH:23][CH:22]=[C:21]([CH2:25][O:26][CH2:27][CH:28]2[CH2:32][CH2:31][O:30][CH2:29]2)[N:20]=1, predict the reaction product. The product is: [O:30]1[CH2:31][CH2:32][CH:28]([CH2:27][O:26][CH2:25][C:21]2[N:20]=[C:19]([CH2:18][N:14]3[C:9]4[N:10]=[C:11]([NH2:13])[N:12]=[C:7]([C:5]5[O:6][C:2]([CH3:1])=[CH:3][CH:4]=5)[C:8]=4[N:16]=[N:15]3)[CH:24]=[CH:23][CH:22]=2)[CH2:29]1.